From a dataset of Peptide-MHC class I binding affinity with 185,985 pairs from IEDB/IMGT. Regression. Given a peptide amino acid sequence and an MHC pseudo amino acid sequence, predict their binding affinity value. This is MHC class I binding data. (1) The peptide sequence is VYSDVETPHL. The MHC is HLA-A29:02 with pseudo-sequence HLA-A29:02. The binding affinity (normalized) is 0.411. (2) The peptide sequence is DFFPSVRDL. The MHC is Patr-A0701 with pseudo-sequence YSAMYRESVAGIYANTLYILFELYTWVAQAYRSY. The binding affinity (normalized) is 0.331. (3) The peptide sequence is ADQSLPPNF. The MHC is Mamu-A11 with pseudo-sequence Mamu-A11. The binding affinity (normalized) is 0.0529. (4) The peptide sequence is FLLPLTSLVI. The MHC is HLA-A02:03 with pseudo-sequence YFAMYGEKVAHTHVDTLYVRYHYYTWAEWAYTWY. The binding affinity (normalized) is 0.850. (5) The peptide sequence is TTAQGTSMY. The MHC is HLA-A03:01 with pseudo-sequence HLA-A03:01. The binding affinity (normalized) is 0.250. (6) The peptide sequence is FAPQNGQFI. The MHC is H-2-Db with pseudo-sequence H-2-Db. The binding affinity (normalized) is 0.225. (7) The peptide sequence is NVLRNIENAV. The MHC is H-2-Kb with pseudo-sequence H-2-Kb. The binding affinity (normalized) is 0. (8) The peptide sequence is YQDPQNYEL. The MHC is HLA-A02:02 with pseudo-sequence HLA-A02:02. The binding affinity (normalized) is 0.733. (9) The MHC is HLA-A68:02 with pseudo-sequence HLA-A68:02. The binding affinity (normalized) is 0.0924. The peptide sequence is LMWFIISIV.